From a dataset of Catalyst prediction with 721,799 reactions and 888 catalyst types from USPTO. Predict which catalyst facilitates the given reaction. (1) Reactant: C(OC(=O)[NH:10][CH:11]([C:13]1[NH:14][CH:15]=[C:16]([C:18]2[CH:23]=[CH:22][CH:21]=[CH:20][CH:19]=2)[N:17]=1)[CH3:12])C1C=CC=CC=1. Product: [C:18]1([C:16]2[N:17]=[C:13]([CH:11]([NH2:10])[CH3:12])[NH:14][CH:15]=2)[CH:19]=[CH:20][CH:21]=[CH:22][CH:23]=1. The catalyst class is: 19. (2) Reactant: C[O:2][C:3](=O)[CH2:4][CH:5]([CH2:11][C:12]#[N:13])[CH2:6][C:7](OC)=[O:8].[H-].[H-].[H-].[H-].[Li+].[Al+3].O. Product: [OH:2][CH2:3][CH2:4][CH:5]([CH2:6][CH2:7][OH:8])[CH2:11][C:12]#[N:13]. The catalyst class is: 1. (3) Reactant: C1(P(C2C=CC=CC=2)C2C=CC=CC=2)C=CC=CC=1.[Br:20][CH2:21][C@H:22]([CH3:25])[CH2:23][OH:24].CCOC(/N=N/C(OCC)=O)=O.[NH2:38][C:39]1[C:40]([C:44]2[N:45]([CH2:55][CH3:56])[C:46]3[C:51](O)=[CH:50][N:49]=[C:48]([Cl:53])[C:47]=3[N:54]=2)=[N:41][O:42][N:43]=1. Product: [Br:20][CH2:21][C@H:22]([CH3:25])[CH2:23][O:24][C:51]1[C:46]2[N:45]([CH2:55][CH3:56])[C:44]([C:40]3[C:39]([NH2:38])=[N:43][O:42][N:41]=3)=[N:54][C:47]=2[C:48]([Cl:53])=[N:49][CH:50]=1. The catalyst class is: 168. (4) Reactant: [OH-:1].[Na+].[CH3:3][O:4][C:5](=[O:39])[CH2:6][C:7]1[CH:8]=[N:9][CH:10]=[C:11]([C:13]2[CH:18]=[CH:17][C:16]([C:19]([CH2:37][CH3:38])([C:22]3[CH:27]=[CH:26][C:25](C#CC(CC)(O)CC)=[C:24]([CH3:36])[CH:23]=3)[CH2:20][CH3:21])=[CH:15][CH:14]=2)[CH:12]=1.[Cl-].[NH4+]. Product: [CH3:3][O:4][C:5](=[O:39])[CH2:6][C:7]1[CH:8]=[N:9][CH:10]=[C:11]([C:13]2[CH:14]=[CH:15][C:16]([C:19]([CH2:20][CH3:21])([C:22]3[CH:27]=[CH:26][C:25]([OH:1])=[C:24]([CH3:36])[CH:23]=3)[CH2:37][CH3:38])=[CH:17][CH:18]=2)[CH:12]=1. The catalyst class is: 111. (5) Reactant: [N+:1]([C:4]1[CH:9]=[CH:8][C:7]([CH3:10])=[C:6](Br)[C:5]=1[OH:12])([O-:3])=[O:2].[CH2:13]([N:15](CC)CC)C.CN(C1C=CC=CN=1)C.[Cu]C#N. Product: [N+:1]([C:4]1[CH:9]=[CH:8][C:7]([CH3:10])=[C:6]([C:13]#[N:15])[C:5]=1[OH:12])([O-:3])=[O:2]. The catalyst class is: 9. (6) Reactant: [CH3:1][O:2][C:3]1[CH:4]=[C:5]([CH3:12])[CH:6]=[CH:7][C:8]=1[C:9](O)=O.[BH4-].[Na+].[B].C([O:19]C(C)C)(C)C. Product: [CH3:1][O:2][C:3]1[CH:4]=[C:5]([CH:6]=[CH:7][C:8]=1[CH3:9])[CH2:12][OH:19]. The catalyst class is: 30. (7) Reactant: [NH:1]([CH2:5][CH2:6][OH:7])[CH2:2][CH2:3][OH:4].Cl[C:9]1[CH:14]=[C:13]([C:15]2[CH:20]=[CH:19][CH:18]=[CH:17][N:16]=2)[N:12]=[C:11]([C:21]2[CH:26]=[CH:25][CH:24]=[CH:23][N:22]=2)[CH:10]=1. Product: [OH:4][CH2:3][CH2:2][N:1]([C:9]1[CH:14]=[C:13]([C:15]2[CH:20]=[CH:19][CH:18]=[CH:17][N:16]=2)[N:12]=[C:11]([C:21]2[CH:26]=[CH:25][CH:24]=[CH:23][N:22]=2)[CH:10]=1)[CH2:5][CH2:6][OH:7]. The catalyst class is: 357.